This data is from Catalyst prediction with 721,799 reactions and 888 catalyst types from USPTO. The task is: Predict which catalyst facilitates the given reaction. (1) Reactant: [OH:1][C:2]1[C:11]2[C:6](=[CH:7][C:8]([C:12]([OH:14])=O)=[CH:9][CH:10]=2)[N:5]=[CH:4][N:3]=1.C(C1NC=CN=1)(C1NC=CN=1)=O.O.[NH2:28][NH2:29]. Product: [OH:1][C:2]1[C:11]2[C:6](=[CH:7][C:8]([C:12]([NH:28][NH2:29])=[O:14])=[CH:9][CH:10]=2)[N:5]=[CH:4][N:3]=1. The catalyst class is: 1. (2) Reactant: [Cl:1][C:2]1[CH:7]=[CH:6][C:5]([S:8]([O-])(=[O:10])=[O:9])=[CH:4][C:3]=1[N+:12]([O-:14])=[O:13].[Na+].S(Cl)([Cl:18])=O.CN(C=O)C. The catalyst class is: 26. Product: [Cl:1][C:2]1[CH:7]=[CH:6][C:5]([S:8]([Cl:18])(=[O:10])=[O:9])=[CH:4][C:3]=1[N+:12]([O-:14])=[O:13]. (3) Reactant: [N+:1]([C:4]1[CH:5]=[N:6][CH:7]=[CH:8][C:9]=1[CH:10]=[C:11]1[CH2:16][CH2:15][N:14]([C:17]([O:19][C:20]([CH3:23])([CH3:22])[CH3:21])=[O:18])[CH2:13][CH2:12]1)([O-])=O. Product: [NH2:1][C:4]1[CH:5]=[N:6][CH:7]=[CH:8][C:9]=1[CH2:10][CH:11]1[CH2:12][CH2:13][N:14]([C:17]([O:19][C:20]([CH3:23])([CH3:22])[CH3:21])=[O:18])[CH2:15][CH2:16]1. The catalyst class is: 19. (4) Reactant: [N:1]1[C:9]2[CH:8]=[CH:7][N:6]=[CH:5][C:4]=2[N:3]([C:10]2[S:14][C:13]([C:15]([O:17]C)=O)=[C:12]([O:19][CH2:20][C:21]3[CH:26]=[CH:25][CH:24]=[CH:23][C:22]=3[C:27]([F:30])([F:29])[F:28])[CH:11]=2)[CH:2]=1.[NH3:31]. Product: [N:1]1[C:9]2[CH:8]=[CH:7][N:6]=[CH:5][C:4]=2[N:3]([C:10]2[S:14][C:13]([C:15]([NH2:31])=[O:17])=[C:12]([O:19][CH2:20][C:21]3[CH:26]=[CH:25][CH:24]=[CH:23][C:22]=3[C:27]([F:28])([F:29])[F:30])[CH:11]=2)[CH:2]=1. The catalyst class is: 5.